This data is from Full USPTO retrosynthesis dataset with 1.9M reactions from patents (1976-2016). The task is: Predict the reactants needed to synthesize the given product. (1) Given the product [O:24]=[C:20]1[CH2:21][CH2:22][CH2:23][N:19]1[CH2:18][C:15]1[CH:16]=[CH:17][C:12]([N:5]2[C:6]3[CH2:7][N:8]([CH:27]=[O:28])[CH2:9][CH2:10][C:11]=3[C:3]([C:2]([F:25])([F:1])[F:26])=[N:4]2)=[CH:13][CH:14]=1, predict the reactants needed to synthesize it. The reactants are: [F:1][C:2]([F:26])([F:25])[C:3]1[C:11]2[CH2:10][CH2:9][NH:8][CH2:7][C:6]=2[N:5]([C:12]2[CH:17]=[CH:16][C:15]([CH2:18][N:19]3[CH2:23][CH2:22][CH2:21][C:20]3=[O:24])=[CH:14][CH:13]=2)[N:4]=1.[CH:27](O)=[O:28]. (2) The reactants are: [CH:1]1([N:4]([CH2:12][C:13]2[CH:18]=[C:17]([CH:19]=[CH2:20])[CH:16]=[C:15]([Cl:21])[C:14]=2[Cl:22])[C:5](=[O:11])[O:6][C:7]([CH3:10])([CH3:9])[CH3:8])[CH2:3][CH2:2]1.C1C=CC(P(C2C=CC=CC=2)CCCCP(C2C=CC=CC=2)C2C=CC=CC=2)=CC=1.CC1(C)C(C)(C)OB[O:55]1.B(O[O-])=O.[Na+]. Given the product [CH:1]1([N:4]([CH2:12][C:13]2[CH:18]=[C:17]([CH2:19][CH2:20][OH:55])[CH:16]=[C:15]([Cl:21])[C:14]=2[Cl:22])[C:5](=[O:11])[O:6][C:7]([CH3:8])([CH3:9])[CH3:10])[CH2:3][CH2:2]1, predict the reactants needed to synthesize it.